Dataset: Reaction yield outcomes from USPTO patents with 853,638 reactions. Task: Predict the reaction yield, written as a fraction of the theoretical maximum amount of product (1.0 means a 100% yield; for example, 0.34 means a 34% yield). (1) The reactants are [C:1]1([C:7]2[C:14]3[S:13][C:12]([NH2:15])=[N:11][C:10]=3[NH:9][N:8]=2)[CH:6]=[CH:5][CH:4]=[CH:3][CH:2]=1.[CH3:16][O:17][CH2:18][CH2:19][O:20][CH2:21][C:22](Cl)=[O:23].C(O)C(N)(CO)CO. The catalyst is CN(C1C=CN=CC=1)C.C1COCC1. The product is [CH3:16][O:17][CH2:18][CH2:19][O:20][CH2:21][C:22]([NH:15][C:12]1[S:13][C:14]2[C:7]([C:1]3[CH:2]=[CH:3][CH:4]=[CH:5][CH:6]=3)=[N:8][NH:9][C:10]=2[N:11]=1)=[O:23]. The yield is 0.650. (2) The reactants are [Cl-].O[NH3+:3].[C:4](=[O:7])([O-])[OH:5].[Na+].CS(C)=O.[CH3:13][C:14]1([CH3:49])[CH2:18][C:17]2[CH:19]=[C:20]([N:23]3[C:28](=[O:29])[C:27]([CH2:30][C:31]4[CH:36]=[CH:35][C:34]([C:37]5[C:38]([C:43]#[N:44])=[CH:39][CH:40]=[CH:41][CH:42]=5)=[CH:33][CH:32]=4)=[C:26]([CH2:45][CH2:46][CH3:47])[N:25]=[C:24]3[CH3:48])[CH:21]=[CH:22][C:16]=2[O:15]1. The catalyst is O.C(OCC)(=O)C. The product is [CH3:13][C:14]1([CH3:49])[CH2:18][C:17]2[CH:19]=[C:20]([N:23]3[C:28](=[O:29])[C:27]([CH2:30][C:31]4[CH:36]=[CH:35][C:34]([C:37]5[CH:42]=[CH:41][CH:40]=[CH:39][C:38]=5[C:43]5[NH:3][C:4](=[O:7])[O:5][N:44]=5)=[CH:33][CH:32]=4)=[C:26]([CH2:45][CH2:46][CH3:47])[N:25]=[C:24]3[CH3:48])[CH:21]=[CH:22][C:16]=2[O:15]1. The yield is 0.760. (3) The reactants are [CH3:1][C:2]1[S:3][CH:4]=[C:5]([C:7]2[CH:12]=[CH:11][CH:10]=[C:9]([N+:13]([O-])=O)[CH:8]=2)[N:6]=1.[Cl-].[NH4+]. The catalyst is C(O)C.[Zn]. The product is [CH3:1][C:2]1[S:3][CH:4]=[C:5]([C:7]2[CH:8]=[C:9]([CH:10]=[CH:11][CH:12]=2)[NH2:13])[N:6]=1. The yield is 0.630. (4) The reactants are CS(O)(=O)=O.[NH2:6][CH2:7][C:8]1[CH:9]=[C:10]2[C:14](=[CH:15][CH:16]=1)[C:13](=[O:17])[N:12]([CH:18]1[CH2:23][CH2:22][C:21](=[O:24])[NH:20][C:19]1=[O:25])[CH2:11]2.[C:26](Cl)(=[O:33])[C:27]1[CH:32]=[CH:31][CH:30]=[CH:29][CH:28]=1.C(N(CC)CC)C.Cl. The catalyst is C(#N)C. The product is [O:25]=[C:19]1[CH:18]([N:12]2[CH2:11][C:10]3[C:14](=[CH:15][CH:16]=[C:8]([CH2:7][NH:6][C:26](=[O:33])[C:27]4[CH:32]=[CH:31][CH:30]=[CH:29][CH:28]=4)[CH:9]=3)[C:13]2=[O:17])[CH2:23][CH2:22][C:21](=[O:24])[NH:20]1. The yield is 0.640.